From a dataset of Forward reaction prediction with 1.9M reactions from USPTO patents (1976-2016). Predict the product of the given reaction. Given the reactants [C:1]1([C:7]2[CH:8]=[C:9]3[C:13](=[C:14]([C:16]([NH2:18])=[O:17])[CH:15]=2)[NH:12][CH:11]=[C:10]3[CH:19]2[CH2:24][CH2:23][NH:22][CH2:21][CH2:20]2)[CH:6]=[CH:5][CH:4]=[CH:3][CH:2]=1.[Cl:25][C:26]1[N:30]([CH3:31])[N:29]=[C:28]([CH3:32])[C:27]=1[S:33](Cl)(=[O:35])=[O:34].C(N(CC)CC)C, predict the reaction product. The product is: [Cl:25][C:26]1[N:30]([CH3:31])[N:29]=[C:28]([CH3:32])[C:27]=1[S:33]([N:22]1[CH2:23][CH2:24][CH:19]([C:10]2[C:9]3[C:13](=[C:14]([C:16]([NH2:18])=[O:17])[CH:15]=[C:7]([C:1]4[CH:2]=[CH:3][CH:4]=[CH:5][CH:6]=4)[CH:8]=3)[NH:12][CH:11]=2)[CH2:20][CH2:21]1)(=[O:34])=[O:35].